Dataset: Reaction yield outcomes from USPTO patents with 853,638 reactions. Task: Predict the reaction yield, written as a fraction of the theoretical maximum amount of product (1.0 means a 100% yield; for example, 0.34 means a 34% yield). (1) The reactants are [Na].[CH:2]([O:5][C:6]1[CH:11]=[CH:10][C:9]([N:12]2[C:17](=[O:18])[C:16]([CH2:19][C:20]3[CH:25]=[CH:24][C:23]([C:26]4[CH:31]=[CH:30][CH:29]=[CH:28][C:27]=4[C:32]4[NH:36][C:35](=[O:37])[O:34][N:33]=4)=[CH:22][CH:21]=3)=[C:15]([CH2:38][CH2:39][CH3:40])[N:14]=[C:13]2[CH3:41])=[CH:8][CH:7]=1)([CH3:4])[CH3:3].[Cl-].[Ca+2].[Cl-]. The catalyst is O. The product is [CH:2]([O:5][C:6]1[CH:11]=[CH:10][C:9]([N:12]2[C:17](=[O:18])[C:16]([CH2:19][C:20]3[CH:25]=[CH:24][C:23]([C:26]4[CH:31]=[CH:30][CH:29]=[CH:28][C:27]=4[C:32]4[NH:36][C:35](=[O:37])[O:34][N:33]=4)=[CH:22][CH:21]=3)=[C:15]([CH2:38][CH2:39][CH3:40])[N:14]=[C:13]2[CH3:41])=[CH:8][CH:7]=1)([CH3:4])[CH3:3]. The yield is 0.710. (2) The reactants are [F:1][C:2]1[CH:3]=[N:4][C:5]([NH:8][C:9]2[S:10][C:11]3[CH2:17][CH2:16][N:15]([CH2:18][CH2:19][CH2:20][N:21]4[CH2:26][CH2:25][O:24][CH2:23][CH2:22]4)[C:14]4=[N:27][N:28](CC5C=CC(OC)=CC=5)[CH:29]=[C:13]4[C:12]=3[N:39]=2)=[N:6][CH:7]=1.C([SiH](C(C)C)C(C)C)(C)C. The catalyst is C(O)(C(F)(F)F)=O. The product is [F:1][C:2]1[CH:3]=[N:4][C:5]([NH:8][C:9]2[S:10][C:11]3[CH2:17][CH2:16][N:15]([CH2:18][CH2:19][CH2:20][N:21]4[CH2:26][CH2:25][O:24][CH2:23][CH2:22]4)[C:14]4=[N:27][NH:28][CH:29]=[C:13]4[C:12]=3[N:39]=2)=[N:6][CH:7]=1. The yield is 0.570. (3) The reactants are [C:1]([NH:5][S:6]([C:9]1[C:18]2[C:13](=[CH:14][CH:15]=[CH:16][CH:17]=2)[C:12]([NH:19][NH2:20])=[CH:11][CH:10]=1)(=[O:8])=[O:7])([CH3:4])([CH3:3])[CH3:2].[CH:21]1([CH2:27][C:28](=O)[CH2:29][C:30](=O)[C:31]([O:33][CH2:34][CH3:35])=[O:32])[CH2:26][CH2:25][CH2:24][CH2:23][CH2:22]1. The catalyst is C(O)(=O)C. The product is [C:1]([NH:5][S:6]([C:9]1[C:18]2[C:13](=[CH:14][CH:15]=[CH:16][CH:17]=2)[C:12]([N:19]2[C:28]([CH2:27][CH:21]3[CH2:26][CH2:25][CH2:24][CH2:23][CH2:22]3)=[CH:29][C:30]([C:31]([O:33][CH2:34][CH3:35])=[O:32])=[N:20]2)=[CH:11][CH:10]=1)(=[O:8])=[O:7])([CH3:4])([CH3:2])[CH3:3]. The yield is 0.590. (4) The reactants are [Br:1][C:2]1[CH:12]=[CH:11][C:5]([O:6][CH2:7][C:8]([NH2:10])=[O:9])=[C:4]([C:13]#[N:14])[CH:3]=1.N1CCC[CH2:17][CH2:16]1.[OH:21][CH2:22][CH2:23][N:24]1[CH2:29][CH2:28][NH:27][CH2:26][CH2:25]1. No catalyst specified. The product is [Br:1][C:2]1[CH:12]=[CH:11][C:5]2[O:6][C:7]3[C:8](=[O:9])[NH:10][C:16]([CH2:17][N:27]4[CH2:28][CH2:29][N:24]([CH2:23][CH2:22][OH:21])[CH2:25][CH2:26]4)=[N:14][C:13]=3[C:4]=2[CH:3]=1. The yield is 0.300. (5) The reactants are [F:1][C:2]1[CH:7]=[CH:6][C:5]([CH:8]=[CH:9][C:10]2[CH:17]=[CH:16][C:15]([F:18])=[CH:14][C:11]=2[C:12]#[N:13])=[CH:4][CH:3]=1. The catalyst is COCCOC.[Pd]. The product is [F:1][C:2]1[CH:7]=[CH:6][C:5]([CH2:8][CH2:9][C:10]2[CH:17]=[CH:16][C:15]([F:18])=[CH:14][C:11]=2[C:12]#[N:13])=[CH:4][CH:3]=1. The yield is 0.990. (6) The reactants are Br[C:2]1[CH:3]=[C:4]([CH:28]=[CH:29][C:30]=1[O:31][CH2:32][CH2:33][O:34][CH3:35])[CH2:5][NH:6][C:7]1[CH:8]=[C:9]2[C:14](=[CH:15][CH:16]=1)[N:13]=[CH:12][C:11]([C:17]#[N:18])=[C:10]2[NH:19][C:20]1[CH:25]=[CH:24][C:23]([F:26])=[C:22]([Cl:27])[CH:21]=1.[CH3:36][N:37](C=O)C. The catalyst is C(OCC)(=O)C.C1C=CC([P]([Pd]([P](C2C=CC=CC=2)(C2C=CC=CC=2)C2C=CC=CC=2)([P](C2C=CC=CC=2)(C2C=CC=CC=2)C2C=CC=CC=2)[P](C2C=CC=CC=2)(C2C=CC=CC=2)C2C=CC=CC=2)(C2C=CC=CC=2)C2C=CC=CC=2)=CC=1. The product is [Cl:27][C:22]1[CH:21]=[C:20]([NH:19][C:10]2[C:9]3[C:14](=[CH:15][CH:16]=[C:7]([NH:6][CH2:5][C:4]4[CH:28]=[CH:29][C:30]([O:31][CH2:32][CH2:33][O:34][CH3:35])=[C:2]([C:36]#[N:37])[CH:3]=4)[CH:8]=3)[N:13]=[CH:12][C:11]=2[C:17]#[N:18])[CH:25]=[CH:24][C:23]=1[F:26]. The yield is 0.800. (7) The reactants are CO[CH:3](OC)[CH:4]1[S:8][C:7]([C:9]2[NH:10][C:11]3[C:16]([CH:17]=2)=[CH:15][C:14]([O:18][CH2:19][CH2:20][O:21][CH3:22])=[CH:13][C:12]=3[N:23]([CH3:33])[S:24]([C:27]2[N:28]([CH3:32])[CH:29]=[CH:30][N:31]=2)(=[O:26])=[O:25])=[N:6][CH2:5]1.FC(F)(F)C(O)=O.S(=O)(=O)(O)O.[NH:48]1[CH2:53][CH2:52][O:51][CH2:50][CH2:49]1.C(O[BH-](OC(=O)C)OC(=O)C)(=O)C.[Na+]. The catalyst is O1CCCC1.O. The product is [CH3:22][O:21][CH2:20][CH2:19][O:18][C:14]1[CH:15]=[C:16]2[C:11](=[C:12]([N:23]([CH3:33])[S:24]([C:27]3[N:28]([CH3:32])[CH:29]=[CH:30][N:31]=3)(=[O:25])=[O:26])[CH:13]=1)[NH:10][C:9]([C:7]1[S:8][CH:4]([CH2:3][N:48]3[CH2:53][CH2:52][O:51][CH2:50][CH2:49]3)[CH2:5][N:6]=1)=[CH:17]2. The yield is 0.300. (8) The reactants are C(=O)([O-])[O-].[K+].[K+].[C:7]([C:9]([NH:12][S:13]([C:15]([CH3:18])([CH3:17])[CH3:16])=[O:14])([CH3:11])[CH3:10])#[N:8].Cl.[NH2:20][OH:21]. The catalyst is CCO. The product is [CH3:16][C:15]([CH3:18])([S:13]([NH:12][C:9]([CH3:11])([CH3:10])[C:7](=[N:20][OH:21])[NH2:8])=[O:14])[CH3:17]. The yield is 0.850. (9) The reactants are [CH2:1]([OH:3])[CH3:2].C(Cl)CCl.C(N(CC)CC)C.[Cl:15][C:16]1[CH:21]=[C:20]([O:22][CH3:23])[CH:19]=[CH:18][C:17]=1[CH2:24][C:25](O)=[O:26]. The catalyst is CN(C1C=CN=CC=1)C.C(Cl)Cl. The product is [CH2:1]([O:3][C:25](=[O:26])[CH2:24][C:17]1[CH:18]=[CH:19][C:20]([O:22][CH3:23])=[CH:21][C:16]=1[Cl:15])[CH3:2]. The yield is 0.640.